Dataset: Reaction yield outcomes from USPTO patents with 853,638 reactions. Task: Predict the reaction yield, written as a fraction of the theoretical maximum amount of product (1.0 means a 100% yield; for example, 0.34 means a 34% yield). (1) The reactants are [Cl:1][C:2]1[CH:3]=[C:4]([C:12]([NH:14][C@@H:15]([CH2:21][C:22]2[CH:27]=[CH:26][C:25]([C:28]3[N:29]=[C:30]4[C:35]([CH3:36])=[CH:34][CH:33]=[CH:32][N:31]4[CH:37]=3)=[CH:24][CH:23]=2)[CH2:16][CH2:17][C:18]([OH:20])=O)=[O:13])[CH:5]=[CH:6][C:7]=1[O:8][CH:9]([CH3:11])[CH3:10].C([N:40](CC)CC)C.ClC(OCC)=O. The catalyst is C1COCC1. The product is [NH2:40][C:18](=[O:20])[CH2:17][CH2:16][C@@H:15]([NH:14][C:12](=[O:13])[C:4]1[CH:5]=[CH:6][C:7]([O:8][CH:9]([CH3:10])[CH3:11])=[C:2]([Cl:1])[CH:3]=1)[CH2:21][C:22]1[CH:23]=[CH:24][C:25]([C:28]2[N:29]=[C:30]3[C:35]([CH3:36])=[CH:34][CH:33]=[CH:32][N:31]3[CH:37]=2)=[CH:26][CH:27]=1. The yield is 0.900. (2) The reactants are [C:1]([C:4]1[C:9]([O:10][CH3:11])=[CH:8][C:7]([C:12]2[CH:13]=[CH:14][C:15]([N:18]3[CH2:24][CH2:23][CH2:22][N:21]([C:25]4[CH:30]=[CH:29][C:28]([C:31]5[CH:36]=[C:35]([O:37][CH3:38])[C:34]([C:39](=[O:41])[CH3:40])=[C:33]([O:42][CH3:43])[CH:32]=5)=[CH:27][N:26]=4)[CH2:20][CH2:19]3)=[N:16][CH:17]=2)=[CH:6][C:5]=1[O:44][CH3:45])(=[O:3])[CH3:2].[CH3:46][S:47]([OH:50])(=[O:49])=[O:48].CO. The catalyst is C(Cl)(Cl)Cl. The product is [CH3:46][S:47]([OH:50])(=[O:49])=[O:48].[CH3:46][S:47]([OH:50])(=[O:49])=[O:48].[C:39]([C:34]1[C:35]([O:37][CH3:38])=[CH:36][C:31]([C:28]2[CH:29]=[CH:30][C:25]([N:21]3[CH2:22][CH2:23][CH2:24][N:18]([C:15]4[CH:14]=[CH:13][C:12]([C:7]5[CH:6]=[C:5]([O:44][CH3:45])[C:4]([C:1](=[O:3])[CH3:2])=[C:9]([O:10][CH3:11])[CH:8]=5)=[CH:17][N:16]=4)[CH2:19][CH2:20]3)=[N:26][CH:27]=2)=[CH:32][C:33]=1[O:42][CH3:43])(=[O:41])[CH3:40]. The yield is 0.900. (3) The reactants are Br[C:2]1[CH:11]=[C:10]2[C:5]([CH:6]=[C:7]([NH:12][C:13]([CH:15]3[CH2:17][CH2:16]3)=[O:14])[N:8]=[CH:9]2)=[CH:4][CH:3]=1.[Cl:18][C:19]1[CH:26]=[CH:25][C:22]([C:23]#[N:24])=[C:21](B2OCC(C)(C)CO2)[CH:20]=1.C(=O)([O-])[O-].[Cs+].[Cs+]. The catalyst is C(#N)C.O.[Pd](Cl)Cl.C(P(C(C)(C)C)C1C=CC(N(C)C)=CC=1)(C)(C)C.C(P(C(C)(C)C)C1C=CC(N(C)C)=CC=1)(C)(C)C. The product is [Cl:18][C:19]1[CH:20]=[CH:21][C:22]([C:23]#[N:24])=[C:25]([C:2]2[CH:11]=[C:10]3[C:5]([CH:6]=[C:7]([NH:12][C:13]([CH:15]4[CH2:17][CH2:16]4)=[O:14])[N:8]=[CH:9]3)=[CH:4][CH:3]=2)[CH:26]=1. The yield is 0.0580. (4) The reactants are [F:1][C:2]1[CH:7]=[C:6]([F:8])[CH:5]=[CH:4][C:3]=1[C:9]([O:22][Si](C)(C)C)([CH2:16][N:17]1[CH:21]=[N:20][CH:19]=[N:18]1)[CH2:10][N:11]1[CH:15]=[N:14][CH:13]=[N:12]1.CO.[OH-].[Na+]. The catalyst is O. The product is [CH:5]1[C:6]([F:8])=[CH:7][C:2]([F:1])=[C:3]([C:9]([OH:22])([CH2:10][N:11]2[N:12]=[CH:13][N:14]=[CH:15]2)[CH2:16][N:17]2[N:18]=[CH:19][N:20]=[CH:21]2)[CH:4]=1. The yield is 0.874. (5) The reactants are [OH:1][C:2]1[C:11]2[C:6](=[CH:7][CH:8]=[CH:9][CH:10]=2)[N:5]([CH2:12][CH2:13][CH:14]([CH3:16])[CH3:15])[C:4](=[O:17])[C:3]=1[C:18]1[NH:23][C:22]2[C:24]([O:28]C)=[CH:25][CH:26]=[CH:27][C:21]=2[S:20](=[O:31])(=[O:30])[N:19]=1. The catalyst is C(O)(=O)C.Br.O. The product is [OH:1][C:2]1[C:11]2[C:6](=[CH:7][CH:8]=[CH:9][CH:10]=2)[N:5]([CH2:12][CH2:13][CH:14]([CH3:16])[CH3:15])[C:4](=[O:17])[C:3]=1[C:18]1[NH:23][C:22]2[C:24]([OH:28])=[CH:25][CH:26]=[CH:27][C:21]=2[S:20](=[O:30])(=[O:31])[N:19]=1. The yield is 0.100. (6) The reactants are [CH2:1]([O:8][C:9]1[C:14]2[CH:15]=[C:16]([C:18](=O)[CH2:19]Br)[O:17][C:13]=2[CH:12]=[C:11]([Cl:22])[CH:10]=1)[C:2]1[CH:7]=[CH:6][CH:5]=[CH:4][CH:3]=1.[Br:23][C:24]1[S:28][C:27]([NH2:29])=[N:26][N:25]=1.CC(O)C. No catalyst specified. The product is [CH2:1]([O:8][C:9]1[C:14]2[CH:15]=[C:16]([C:18]3[N:29]=[C:27]4[N:26]([CH:19]=3)[N:25]=[C:24]([Br:23])[S:28]4)[O:17][C:13]=2[CH:12]=[C:11]([Cl:22])[CH:10]=1)[C:2]1[CH:7]=[CH:6][CH:5]=[CH:4][CH:3]=1. The yield is 0.736. (7) The reactants are Cl[C:2]1[N:11]=[C:10]([NH:12][CH2:13][C:14]2[CH:19]=[CH:18][C:17]([NH:20][C:21]([CH:23]3[CH2:28][CH2:27][N:26]([CH2:29][C:30]4[CH:35]=[CH:34][C:33]([F:36])=[CH:32][CH:31]=4)[CH2:25][CH2:24]3)=[O:22])=[CH:16][CH:15]=2)[C:9]2[C:4](=[CH:5][CH:6]=[C:7]([C:37]([F:40])([F:39])[F:38])[CH:8]=2)[N:3]=1.Cl.Cl.[N:43]1[CH:48]=[CH:47][CH:46]=[N:45][C:44]=1[N:49]1[CH2:54][CH2:53][NH:52][CH2:51][CH2:50]1. No catalyst specified. The product is [F:36][C:33]1[CH:34]=[CH:35][C:30]([CH2:29][N:26]2[CH2:27][CH2:28][CH:23]([C:21]([NH:20][C:17]3[CH:18]=[CH:19][C:14]([CH2:13][NH:12][C:10]4[C:9]5[C:4](=[CH:5][CH:6]=[C:7]([C:37]([F:40])([F:39])[F:38])[CH:8]=5)[N:3]=[C:2]([N:52]5[CH2:53][CH2:54][N:49]([C:44]6[N:43]=[CH:48][CH:47]=[CH:46][N:45]=6)[CH2:50][CH2:51]5)[N:11]=4)=[CH:15][CH:16]=3)=[O:22])[CH2:24][CH2:25]2)=[CH:31][CH:32]=1. The yield is 0.150. (8) The reactants are FC(F)(F)[C:3]1[CH:4]=[C:5]([NH:9][C:10](=[O:29])NC2C=CC(C3SC(CCC(OC)=O)=NC=3)=CC=2)[CH:6]=[CH:7][CH:8]=1.[NH2:32][C:33]1[CH:38]=[CH:37][C:36]([C:39]2[O:43][C:42]([CH:44]3[CH2:49][CH2:48][CH:47]([C:50]([O:52][CH3:53])=[O:51])[CH2:46][CH2:45]3)=[N:41][CH:40]=2)=[CH:35][CH:34]=1.N(C1C=CC=CC=1)=C=O. No catalyst specified. The product is [C:5]1([NH:9][C:10](=[O:29])[NH:32][C:33]2[CH:34]=[CH:35][C:36]([C:39]3[O:43][C:42]([CH:44]4[CH2:45][CH2:46][CH:47]([C:50]([O:52][CH3:53])=[O:51])[CH2:48][CH2:49]4)=[N:41][CH:40]=3)=[CH:37][CH:38]=2)[CH:6]=[CH:7][CH:8]=[CH:3][CH:4]=1. The yield is 0.810.